The task is: Predict the reactants needed to synthesize the given product.. This data is from Full USPTO retrosynthesis dataset with 1.9M reactions from patents (1976-2016). (1) Given the product [CH2:9]([N:16]1[CH2:22][C:21]2[CH:23]=[CH:24][C:25]([O:6][CH:4]([CH:1]3[CH2:3][CH2:2]3)[CH3:5])=[N:26][C:20]=2[O:19][CH2:18][CH2:17]1)[C:10]1[CH:11]=[CH:12][CH:13]=[CH:14][CH:15]=1, predict the reactants needed to synthesize it. The reactants are: [CH:1]1([CH:4]([OH:6])[CH3:5])[CH2:3][CH2:2]1.[H-].[Na+].[CH2:9]([N:16]1[CH2:22][C:21]2[CH:23]=[CH:24][C:25](Cl)=[N:26][C:20]=2[O:19][CH2:18][CH2:17]1)[C:10]1[CH:15]=[CH:14][CH:13]=[CH:12][CH:11]=1.O. (2) Given the product [CH3:21][O:20][C:18](=[O:19])[CH:6]([CH:7]1[CH2:13][CH2:12][CH:11]([C:14]([CH3:17])([CH3:16])[CH3:15])[CH2:10][CH2:8]1)[CH2:5][NH:4][C:1](=[O:3])[CH3:2], predict the reactants needed to synthesize it. The reactants are: [C:1]([NH:4][C:5]1S[C:8]2[CH2:10][CH:11]([C:14]([CH3:17])([CH3:16])[CH3:15])[CH2:12][CH2:13][C:7]=2[C:6]=1[C:18]([O:20][CH3:21])=[O:19])(=[O:3])[CH3:2]. (3) The reactants are: [Cl:1][C:2]1[CH:3]=[C:4]([N:10]2[C:14]([CH3:15])=[C:13]([O:16][C:17]3[CH:22]=[CH:21][C:20]([C:23]([NH:25][CH2:26][C:27](O)=[O:28])=[O:24])=[CH:19][CH:18]=3)[C:12]([CH3:30])=[N:11]2)[CH:5]=[CH:6][C:7]=1[C:8]#[N:9].[C:31]([NH:34][NH2:35])(=[O:33])[CH3:32]. Given the product [C:31]([NH:34][NH:35][C:27](=[O:28])[CH2:26][NH:25][C:23](=[O:24])[C:20]1[CH:19]=[CH:18][C:17]([O:16][C:13]2[C:12]([CH3:30])=[N:11][N:10]([C:4]3[CH:5]=[CH:6][C:7]([C:8]#[N:9])=[C:2]([Cl:1])[CH:3]=3)[C:14]=2[CH3:15])=[CH:22][CH:21]=1)(=[O:33])[CH3:32], predict the reactants needed to synthesize it. (4) Given the product [ClH:17].[CH3:1][C:2]1[C:13]([NH2:14])=[C:5]2[N:6]=[C:7]([CH3:12])[C:8]([CH3:11])=[C:9]([CH3:10])[N:4]2[N:3]=1, predict the reactants needed to synthesize it. The reactants are: [CH3:1][C:2]1[C:13]([N+:14]([O-])=O)=[C:5]2[N:6]=[C:7]([CH3:12])[C:8]([CH3:11])=[C:9]([CH3:10])[N:4]2[N:3]=1.[Cl-:17].[NH4+].